The task is: Predict the reactants needed to synthesize the given product.. This data is from Full USPTO retrosynthesis dataset with 1.9M reactions from patents (1976-2016). (1) The reactants are: [Br:1][C:2]1[CH:24]=[CH:23][C:5]2[N:6]([C:19]([CH3:22])([CH3:21])[CH3:20])[C:7]([C:9]3[CH:18]=[CH:17][CH:16]=[CH:15][C:10]=3[C:11]([NH:13][NH2:14])=[O:12])=[N:8][C:4]=2[CH:3]=1.C(N(CC)CC)C.C1N=CN([C:37](N2C=NC=C2)=[O:38])C=1. Given the product [Br:1][C:2]1[CH:24]=[CH:23][C:5]2[N:6]([C:19]([CH3:20])([CH3:21])[CH3:22])[C:7]([C:9]3[CH:18]=[CH:17][CH:16]=[CH:15][C:10]=3[C:11]3[O:12][C:37](=[O:38])[NH:14][N:13]=3)=[N:8][C:4]=2[CH:3]=1, predict the reactants needed to synthesize it. (2) Given the product [CH:1]1([C:4]([NH:6][C:7]2[S:8][C:9]3[C:14]([N:15]=2)=[CH:13][CH:12]=[C:11]([O:16][C:17]2[CH:18]=[C:19]([CH:24]=[CH:25][C:26]=2[O:27][CH3:28])[C:20]([OH:22])=[O:21])[N:10]=3)=[O:5])[CH2:3][CH2:2]1, predict the reactants needed to synthesize it. The reactants are: [CH:1]1([C:4]([NH:6][C:7]2[S:8][C:9]3[C:14]([N:15]=2)=[CH:13][CH:12]=[C:11]([O:16][C:17]2[CH:18]=[C:19]([CH:24]=[CH:25][C:26]=2[O:27][CH3:28])[C:20]([O:22]C)=[O:21])[N:10]=3)=[O:5])[CH2:3][CH2:2]1.O1CCCC1.[OH-].[Na+].Cl. (3) Given the product [CH2:59]([N:58]([CH2:40][CH2:41][CH2:42][CH2:43][CH2:44][CH2:45][CH2:46][CH2:47][CH2:48][CH2:49][CH2:50][CH2:51][CH2:52][CH2:53][CH2:54][CH2:55][CH2:56][CH3:57])[C:5](=[O:6])[CH2:4][CH2:3][CH:2]([CH:8]1[C:12]2([CH3:27])[CH:11]([CH:16]3[CH:15]([CH2:14][CH2:13]2)[C:20]2([CH3:26])[CH:19]([CH2:24][CH:23]([OH:25])[CH2:22][CH2:21]2)[CH2:18][CH2:17]3)[CH2:10][CH2:9]1)[CH3:1])[CH2:60][CH2:61][CH2:62][CH2:63][CH2:64][CH2:65][CH2:66][CH2:67][CH2:68][CH2:69][CH2:70][CH2:71][CH2:72][CH2:73][CH2:74][CH2:75][CH3:76], predict the reactants needed to synthesize it. The reactants are: [CH3:1][C@@H:2]([C@@H:8]1[C@@:12]2([CH3:27])[CH2:13][CH2:14][C@@H:15]3[C@@:20]4([CH3:26])[CH2:21][CH2:22][C@@H:23]([OH:25])[CH2:24][C@H:19]4[CH2:18][CH2:17][C@H:16]3[C@@H:11]2[CH2:10][CH2:9]1)[CH2:3][CH2:4][C:5](O)=[O:6].O1CCCC1.C(N(CC)CC)C.[CH2:40]([NH:58][CH2:59][CH2:60][CH2:61][CH2:62][CH2:63][CH2:64][CH2:65][CH2:66][CH2:67][CH2:68][CH2:69][CH2:70][CH2:71][CH2:72][CH2:73][CH2:74][CH2:75][CH3:76])[CH2:41][CH2:42][CH2:43][CH2:44][CH2:45][CH2:46][CH2:47][CH2:48][CH2:49][CH2:50][CH2:51][CH2:52][CH2:53][CH2:54][CH2:55][CH2:56][CH3:57]. (4) Given the product [OH:19][C:20]1[CH:21]=[C:22]([CH2:26][C:27]([NH:1][N:2]2[N:11]=[C:10]([N:12]3[CH2:17][CH2:16][O:15][CH2:14][CH2:13]3)[C:9]3[C:4](=[CH:5][CH:6]=[CH:7][CH:8]=3)[C:3]2=[O:18])=[O:28])[CH:23]=[CH:24][CH:25]=1, predict the reactants needed to synthesize it. The reactants are: [NH2:1][N:2]1[N:11]=[C:10]([N:12]2[CH2:17][CH2:16][O:15][CH2:14][CH2:13]2)[C:9]2[C:4](=[CH:5][CH:6]=[CH:7][CH:8]=2)[C:3]1=[O:18].[OH:19][C:20]1[CH:21]=[C:22]([CH2:26][C:27](O)=[O:28])[CH:23]=[CH:24][CH:25]=1. (5) Given the product [CH2:6]([O:5][C:3]([C:2]1[C:1](=[O:8])[O:32][C:27]([C:28]([F:29])([F:30])[F:31])=[CH:26][CH:25]=1)=[O:4])[CH3:7], predict the reactants needed to synthesize it. The reactants are: [C:1](OCC)(=[O:8])[CH2:2][C:3]([O:5][CH2:6][CH3:7])=[O:4].[Cl-].[Mg+2].[Cl-].C(N(CC)CC)C.C(O[CH:25]=[CH:26][C:27](=[O:32])[C:28]([F:31])([F:30])[F:29])C.Cl. (6) Given the product [C:33]([N:3]1[C:4]2[C:9](=[CH:8][C:7]([C:19]3[N:20]=[CH:21][N:22]([CH2:24][CH2:25][C:26]([O:28][C:29]([CH3:32])([CH3:31])[CH3:30])=[O:27])[CH:23]=3)=[CH:6][CH:5]=2)[C@H:10]([NH:12][C:13]([O:15][CH:16]([CH3:17])[CH3:18])=[O:14])[CH2:11][C@@H:2]1[CH3:1])(=[O:35])[CH3:34], predict the reactants needed to synthesize it. The reactants are: [CH3:1][CH:2]1[CH2:11][CH:10]([NH:12][C:13]([O:15][CH:16]([CH3:18])[CH3:17])=[O:14])[C:9]2[C:4](=[CH:5][CH:6]=[C:7]([C:19]3[N:20]=[CH:21][N:22]([CH2:24][CH2:25][C:26]([O:28][C:29]([CH3:32])([CH3:31])[CH3:30])=[O:27])[CH:23]=3)[CH:8]=2)[NH:3]1.[C:33](OC(=O)C)(=[O:35])[CH3:34]. (7) Given the product [OH:2][C:3]1[CH:4]=[C:5]([CH2:10][CH2:11][C:12]([O:14][CH2:15][CH3:16])=[O:13])[CH:6]=[C:7]([CH3:9])[CH:8]=1, predict the reactants needed to synthesize it. The reactants are: C[O:2][C:3]1[CH:4]=[C:5]([CH2:10][CH2:11][C:12]([O:14][CH2:15][CH3:16])=[O:13])[CH:6]=[C:7]([CH3:9])[CH:8]=1.B(Br)(Br)Br.O.